From a dataset of Full USPTO retrosynthesis dataset with 1.9M reactions from patents (1976-2016). Predict the reactants needed to synthesize the given product. (1) The reactants are: [C:1]([OH:4])(=[O:3])[CH3:2].O.[CH3:6][N:7]1[CH2:11][CH2:10][CH2:9][CH2:8]1. Given the product [C:1]([OH:4])(=[O:3])[CH3:2].[NH:7]1[CH2:6][CH2:11][CH2:10][CH2:9][CH2:8]1, predict the reactants needed to synthesize it. (2) Given the product [CH2:1]([C:4]1([C:17](=[O:19])[NH:36][C:35]2[CH:37]=[CH:38][CH:39]=[C:33]([Cl:32])[CH:34]=2)[CH2:5][CH2:6][N:7]([C:10]([O:12][C:13]([CH3:14])([CH3:15])[CH3:16])=[O:11])[CH2:8][CH2:9]1)[CH:2]=[CH2:3], predict the reactants needed to synthesize it. The reactants are: [CH2:1]([C:4]1([C:17]([OH:19])=O)[CH2:9][CH2:8][N:7]([C:10]([O:12][C:13]([CH3:16])([CH3:15])[CH3:14])=[O:11])[CH2:6][CH2:5]1)[CH:2]=[CH2:3].N1C=CC=CC=1.C(Cl)(=O)C(Cl)=O.[Cl:32][C:33]1[CH:34]=[C:35]([CH:37]=[CH:38][CH:39]=1)[NH2:36]. (3) Given the product [O:39]1[CH2:40][CH2:41][N:36]([CH2:35][CH2:34][NH:33][C:32]([C:29]2[CH:30]=[CH:31][C:26]([N:23]3[CH2:22][CH2:21][CH:20]([NH:19][C:17]([N:14]4[CH2:13][CH2:12][NH:11][CH2:16][CH2:15]4)=[O:18])[CH2:25][CH2:24]3)=[CH:27][CH:28]=2)=[O:42])[CH2:37][CH2:38]1, predict the reactants needed to synthesize it. The reactants are: C(OC([N:11]1[CH2:16][CH2:15][N:14]([C:17]([NH:19][CH:20]2[CH2:25][CH2:24][N:23]([C:26]3[CH:31]=[CH:30][C:29]([C:32](=[O:42])[NH:33][CH2:34][CH2:35][N:36]4[CH2:41][CH2:40][O:39][CH2:38][CH2:37]4)=[CH:28][CH:27]=3)[CH2:22][CH2:21]2)=[O:18])[CH2:13][CH2:12]1)=O)C1C=CC=CC=1.[H][H].C(Cl)(Cl)Cl. (4) Given the product [OH:18][C@H:19]1[C:28]2[C:23](=[CH:24][CH:25]=[CH:26][CH:27]=2)[C@H:22]([N:29]2[C:37]([CH3:38])=[N:36][C:35]3[C:30]2=[N:31][C:32]([N:39]2[C:43]4[CH:44]=[C:45]([C:48]#[N:49])[CH:46]=[CH:47][C:42]=4[N:41]=[CH:40]2)=[N:33][CH:34]=3)[CH2:21][CH2:20]1, predict the reactants needed to synthesize it. The reactants are: [Si]([O:18][C@H:19]1[C:28]2[C:23](=[CH:24][CH:25]=[CH:26][CH:27]=2)[C@H:22]([N:29]2[C:37]([CH3:38])=[N:36][C:35]3[C:30]2=[N:31][C:32]([N:39]2[C:43]4[CH:44]=[C:45]([C:48]#[N:49])[CH:46]=[CH:47][C:42]=4[N:41]=[CH:40]2)=[N:33][CH:34]=3)[CH2:21][CH2:20]1)(C(C)(C)C)(C1C=CC=CC=1)C1C=CC=CC=1.[F-].[Cs+].